From a dataset of Forward reaction prediction with 1.9M reactions from USPTO patents (1976-2016). Predict the product of the given reaction. (1) Given the reactants [CH2:1]([O:8][C:9]1[CH:14]=[C:13]([C:15]([CH3:18])([CH3:17])[CH3:16])[CH:12]=[C:11]([C:19]([CH3:22])([CH3:21])[CH3:20])[C:10]=1[CH2:23][CH2:24][NH2:25])[C:2]1[CH:7]=[CH:6][CH:5]=[CH:4][CH:3]=1.[C:26]1(=O)[CH2:31][CH2:30][CH2:29][CH2:28][CH2:27]1, predict the reaction product. The product is: [CH2:1]([O:8][C:9]1[CH:14]=[C:13]([C:15]([CH3:17])([CH3:16])[CH3:18])[CH:12]=[C:11]([C:19]([CH3:22])([CH3:21])[CH3:20])[C:10]=1[CH2:23][CH2:24][NH:25][CH:26]1[CH2:31][CH2:30][CH2:29][CH2:28][CH2:27]1)[C:2]1[CH:3]=[CH:4][CH:5]=[CH:6][CH:7]=1. (2) Given the reactants Cl[C:2]1[C:11]2[C:6](=[CH:7][CH:8]=[CH:9][CH:10]=2)[C:5]([Br:12])=[CH:4][N:3]=1.[Br-].[CH2:14]([Zn+])[C:15]1[CH:20]=[CH:19][CH:18]=[CH:17][CH:16]=1.[NH4+].[Cl-], predict the reaction product. The product is: [CH2:14]([C:2]1[C:11]2[C:6](=[CH:7][CH:8]=[CH:9][CH:10]=2)[C:5]([Br:12])=[CH:4][N:3]=1)[C:15]1[CH:20]=[CH:19][CH:18]=[CH:17][CH:16]=1. (3) Given the reactants Cl[C:2]1[CH:7]=[C:6]([CH3:8])[C:5]([N+:9]([O-:11])=[O:10])=[CH:4][N:3]=1.C(=O)([O-])[O-].[K+].[K+].[CH2:18]([NH2:21])[CH2:19][NH2:20], predict the reaction product. The product is: [CH3:8][C:6]1[C:5]([N+:9]([O-:11])=[O:10])=[CH:4][N:3]=[C:2]([NH:20][CH2:19][CH2:18][NH2:21])[CH:7]=1. (4) Given the reactants [Cl:1][C:2]1[CH:11]=[C:10]([N+:12]([O-])=O)[CH:9]=[C:8]2[C:3]=1[CH:4]=[CH:5][CH:6]=[N:7]2.O.O.[Sn](Cl)Cl.Cl, predict the reaction product. The product is: [NH2:12][C:10]1[CH:9]=[C:8]2[C:3]([CH:4]=[CH:5][CH:6]=[N:7]2)=[C:2]([Cl:1])[CH:11]=1. (5) Given the reactants [CH3:1]CCP(=O)=O.C[C:8]1[CH:13]=[CH:12][C:11]([NH:14][C:15]2[N:20]=[C:19]([C:21]3[CH:22]=[N:23][CH:24]=[CH:25][CH:26]=3)[CH:18]=[CH:17][N:16]=2)=[CH:10][C:9]=1[NH2:27].[O:28]=[C:29]1[NH:34][CH2:33][CH2:32][N:31]([CH2:35][C:36]2[CH:44]=[CH:43][C:39]([C:40](O)=[O:41])=[CH:38][CH:37]=2)[CH2:30]1.C(N(CC)CC)C.C(=O)([O-])O.[Na+], predict the reaction product. The product is: [O:28]=[C:29]1[NH:34][CH2:33][CH2:32][N:31]([CH2:35][C:36]2[CH:44]=[CH:43][C:39]([C:40]([NH:27][C:9]3[CH:8]=[CH:13][C:12]([CH3:1])=[C:11]([NH:14][C:15]4[N:20]=[C:19]([C:21]5[CH:22]=[N:23][CH:24]=[CH:25][CH:26]=5)[CH:18]=[CH:17][N:16]=4)[CH:10]=3)=[O:41])=[CH:38][CH:37]=2)[CH2:30]1. (6) Given the reactants N(CCO)CCO.CCOCC.[C:13]([CH2:17][C:18]([OH:20])=[O:19])(=[O:16])[CH2:14][CH3:15].[N+]([O-])([O-])=O.[Ag+:25], predict the reaction product. The product is: [C:13]([CH2:17][C:18]([O-:20])=[O:19])(=[O:16])[CH2:14][CH3:15].[Ag+:25]. (7) Given the reactants N1([O:10][C:11]2[CH:12]=[N:13][N:14]([CH:18]([CH2:35][CH:36]3[CH2:40][CH2:39][CH2:38][CH2:37]3)[C:19]([NH:21][C:22]3[CH:26]=[CH:25][N:24]([CH2:27][C@@H:28]4[CH2:32][O:31][C:30]([CH3:34])([CH3:33])[O:29]4)[N:23]=3)=[O:20])[C:15](=[O:17])[CH:16]=2)C2C=CC=CC=2N=N1.C(=O)([O-])[O-].[Cs+].[Cs+].[Cl:47][C:48]1[CH:53]=[CH:52][CH:51]=[CH:50][C:49]=1[CH2:54][CH2:55]O, predict the reaction product. The product is: [Cl:47][C:48]1[CH:53]=[CH:52][CH:51]=[CH:50][C:49]=1[CH2:54][CH2:55][O:10][C:11]1[CH:12]=[N:13][N:14]([CH:18]([CH2:35][CH:36]2[CH2:40][CH2:39][CH2:38][CH2:37]2)[C:19]([NH:21][C:22]2[CH:26]=[CH:25][N:24]([CH2:27][C@@H:28]3[CH2:32][O:31][C:30]([CH3:34])([CH3:33])[O:29]3)[N:23]=2)=[O:20])[C:15](=[O:17])[CH:16]=1. (8) Given the reactants [C:1]([O:5][C:6](=[O:28])[NH:7][C:8]1([CH2:16][CH2:17][C:18]2[CH:23]=[CH:22][C:21]([OH:24])=[C:20]([CH:25]([F:27])[F:26])[CH:19]=2)[CH2:13][O:12][C:11]([CH3:15])([CH3:14])[O:10][CH2:9]1)([CH3:4])([CH3:3])[CH3:2].C(=O)([O-])[O-].[K+].[K+].Br[CH2:36][CH2:37][CH2:38][CH2:39][CH2:40][CH2:41][CH2:42][CH3:43].O, predict the reaction product. The product is: [C:1]([O:5][C:6](=[O:28])[NH:7][C:8]1([CH2:16][CH2:17][C:18]2[CH:23]=[CH:22][C:21]([O:24][CH2:36][CH2:37][CH2:38][CH2:39][CH2:40][CH2:41][CH2:42][CH3:43])=[C:20]([CH:25]([F:27])[F:26])[CH:19]=2)[CH2:13][O:12][C:11]([CH3:15])([CH3:14])[O:10][CH2:9]1)([CH3:2])([CH3:3])[CH3:4]. (9) Given the reactants [CH:1]([C:3]1[CH:4]=[C:5]([C:9]2[CH:14]=[CH:13][CH:12]=[C:11]([CH2:15][O:16][C:17]3[CH:22]=[CH:21][C:20]([CH2:23][CH2:24][C:25]([O:27][CH3:28])=[O:26])=[CH:19][CH:18]=3)[CH:10]=2)[CH:6]=[CH:7][CH:8]=1)=[O:2].S(=O)(=O)([OH:31])N.Cl([O-])=O.[Na+], predict the reaction product. The product is: [CH3:28][O:27][C:25]([CH2:24][CH2:23][C:20]1[CH:19]=[CH:18][C:17]([O:16][CH2:15][C:11]2[CH:10]=[C:9]([C:5]3[CH:6]=[CH:7][CH:8]=[C:3]([C:1]([OH:31])=[O:2])[CH:4]=3)[CH:14]=[CH:13][CH:12]=2)=[CH:22][CH:21]=1)=[O:26].